Predict the reaction yield, written as a fraction of the theoretical maximum amount of product (1.0 means a 100% yield; for example, 0.34 means a 34% yield). From a dataset of Reaction yield outcomes from USPTO patents with 853,638 reactions. (1) The yield is 0.800. No catalyst specified. The product is [NH2:1][C:2]1[C:11]2[C:6](=[C:7]([C:23]3[CH:24]=[N:25][C:20]([CH3:19])=[CH:21][CH:22]=3)[CH:8]=[CH:9][CH:10]=2)[N:5]=[N:4][C:3]=1[C:13]([NH:15][CH:16]1[CH2:18][CH2:17]1)=[O:14]. The reactants are [NH2:1][C:2]1[C:11]2[C:6](=[C:7](Br)[CH:8]=[CH:9][CH:10]=2)[N:5]=[N:4][C:3]=1[C:13]([NH:15][CH:16]1[CH2:18][CH2:17]1)=[O:14].[CH3:19][C:20]1[N:25]=[CH:24][C:23](B(O)O)=[CH:22][CH:21]=1. (2) The reactants are [CH3:1][O:2][C:3]([C:5]1[CH:6]=[C:7]2[C:12](=[CH:13][CH:14]=1)[N:11]=[CH:10][CH:9]=[CH:8]2)=[O:4].O1CCCC1.[Br:20]N1C(C)(C)C(=O)N(Br)C1=O.C(=O)(O)[O-].[Na+]. The catalyst is C(OCC)(=O)C.O. The product is [CH3:1][O:2][C:3]([C:5]1[CH:6]=[C:7]2[C:12](=[CH:13][CH:14]=1)[N:11]=[CH:10][C:9]([Br:20])=[CH:8]2)=[O:4]. The yield is 0.100. (3) The reactants are [Cl:1][C:2]1[CH:10]=[CH:9][CH:8]=[C:7]2[C:3]=1[C:4]([C:15]([NH:17][CH2:18][CH:19]1[CH2:24][CH2:23][C:22]([F:26])([F:25])[CH2:21][CH2:20]1)=[O:16])=[CH:5][N:6]2[CH2:11][C@H:12]1[CH2:14][O:13]1.[NH4+:27].[OH-]. The catalyst is CO.CCO. The product is [NH2:27][CH2:14][C@@H:12]([OH:13])[CH2:11][N:6]1[C:7]2[C:3](=[C:2]([Cl:1])[CH:10]=[CH:9][CH:8]=2)[C:4]([C:15]([NH:17][CH2:18][CH:19]2[CH2:20][CH2:21][C:22]([F:26])([F:25])[CH2:23][CH2:24]2)=[O:16])=[CH:5]1. The yield is 0.480. (4) The reactants are C([O:3][CH:4](OCC)[CH2:5][CH2:6][NH:7][C:8](=[O:22])[C@@H:9]([NH:11][C:12](=[O:21])[O:13][CH2:14][C:15]1[CH:20]=[CH:19][CH:18]=[CH:17][CH:16]=1)[CH3:10])C.Cl. The catalyst is O1CCCC1. The product is [CH3:10][C@H:9]([NH:11][C:12](=[O:21])[O:13][CH2:14][C:15]1[CH:16]=[CH:17][CH:18]=[CH:19][CH:20]=1)[C:8](=[O:22])[NH:7][CH2:6][CH2:5][CH:4]=[O:3]. The yield is 1.00. (5) The reactants are [CH:1]1([N:4]2[C:13]3[C:8](=[CH:9][C:10]([F:15])=[C:11](F)[CH:12]=3)[C:7](=[O:16])[C:6]([C:17]([OH:19])=[O:18])=[CH:5]2)[CH2:3][CH2:2]1.[C:20]([O:24][C:25]([N:27]1[CH2:30][C:29]2([C:34](=[N:35][O:36][CH3:37])[CH2:33][NH:32][CH2:31]2)[CH2:28]1)=[O:26])([CH3:23])([CH3:22])[CH3:21]. The catalyst is C(#N)C. The product is [C:20]([O:24][C:25]([N:27]1[CH2:30][C:29]2([C:34](=[N:35][O:36][CH3:37])[CH2:33][N:32]([C:11]3[CH:12]=[C:13]4[C:8]([C:7](=[O:16])[C:6]([C:17]([OH:19])=[O:18])=[CH:5][N:4]4[CH:1]4[CH2:3][CH2:2]4)=[CH:9][C:10]=3[F:15])[CH2:31]2)[CH2:28]1)=[O:26])([CH3:23])([CH3:22])[CH3:21]. The yield is 0.464. (6) The reactants are [Cl:1][C:2]1[C:10]2[N:9]=[C:8]([NH:11][C:12]3[CH:13]=[N:14][C:15]([N:19]([CH3:21])[CH3:20])=[CH:16][C:17]=3[CH3:18])[N:7]([CH2:22][CH2:23][CH2:24][C:25](OCC)=[O:26])[C:6]=2[C:5]([CH:30]([CH2:33][CH3:34])[CH2:31][CH3:32])=[CH:4][CH:3]=1.[BH4-].[Li+].O. The catalyst is O1CCCC1. The product is [Cl:1][C:2]1[C:10]2[N:9]=[C:8]([NH:11][C:12]3[CH:13]=[N:14][C:15]([N:19]([CH3:21])[CH3:20])=[CH:16][C:17]=3[CH3:18])[N:7]([CH2:22][CH2:23][CH2:24][CH2:25][OH:26])[C:6]=2[C:5]([CH:30]([CH2:33][CH3:34])[CH2:31][CH3:32])=[CH:4][CH:3]=1. The yield is 0.520.